From a dataset of Forward reaction prediction with 1.9M reactions from USPTO patents (1976-2016). Predict the product of the given reaction. (1) Given the reactants Cl[C:2]1[C:7]([N+:8]([O-:10])=[O:9])=[CH:6][C:5]([Cl:11])=[CH:4][N:3]=1.[CH3:12][C:13]1[CH:18]=[CH:17][NH:16][C:15](=[O:19])[CH:14]=1.C(=O)([O-])[O-].[K+].[K+], predict the reaction product. The product is: [Cl:11][C:5]1[CH:6]=[C:7]([N+:8]([O-:10])=[O:9])[C:2]([O:19][C:15]2[CH:14]=[C:13]([CH3:12])[CH:18]=[CH:17][N:16]=2)=[N:3][CH:4]=1. (2) The product is: [Cl:1][C:2]([F:31])([F:32])[O:3][C:4]1[CH:9]=[CH:8][C:7]([NH:10][C:11](=[O:30])[C:12]2[CH:17]=[C:16]([C:18]3[NH:22][N:21]=[CH:20][CH:19]=3)[C:15]([NH:23][CH2:24][C@@H:25]([OH:29])[CH2:26][CH2:27][OH:28])=[N:14][CH:13]=2)=[CH:6][CH:5]=1. Given the reactants [Cl:1][C:2]([F:32])([F:31])[O:3][C:4]1[CH:9]=[CH:8][C:7]([NH:10][C:11](=[O:30])[C:12]2[CH:17]=[C:16]([C:18]3[NH:22][N:21]=[CH:20][CH:19]=3)[C:15]([NH:23][CH2:24][CH:25]([OH:29])[CH2:26][CH2:27][OH:28])=[N:14][CH:13]=2)=[CH:6][CH:5]=1, predict the reaction product.